This data is from Forward reaction prediction with 1.9M reactions from USPTO patents (1976-2016). The task is: Predict the product of the given reaction. (1) Given the reactants [C:1]([C:3]1[N:8]=[C:7]([CH2:9][CH2:10][C:11]([O:13][C:14]([CH3:17])([CH3:16])[CH3:15])=[O:12])[CH:6]=[C:5]([S:18]([CH3:21])(=[O:20])=[O:19])[CH:4]=1)#[N:2].[C:22](OC)(=[O:30])[C:23]1[C:24](=[CH:26][CH:27]=[CH:28][CH:29]=1)[SH:25].C(N(CC)CC)C, predict the reaction product. The product is: [O:30]=[C:22]1[C:23]2[CH:29]=[CH:28][CH:27]=[CH:26][C:24]=2[S:25][C:1]([C:3]2[N:8]=[C:7]([CH2:9][CH2:10][C:11]([O:13][C:14]([CH3:15])([CH3:16])[CH3:17])=[O:12])[CH:6]=[C:5]([S:18]([CH3:21])(=[O:20])=[O:19])[CH:4]=2)=[N:2]1. (2) Given the reactants Cl.[C:2]1([CH3:10])[CH:7]=[CH:6][CH:5]=[CH:4][C:3]=1[NH:8][NH2:9].C(Cl)(Cl)(Cl)Cl.C(O[C:19](=[N:21][C:22]([C:24]1[CH:33]=[CH:32][C:31]2[C:26](=[CH:27][CH:28]=[CH:29][CH:30]=2)[CH:25]=1)=O)[CH3:20])C, predict the reaction product. The product is: [CH3:10][C:2]1[CH:7]=[CH:6][CH:5]=[CH:4][C:3]=1[N:8]1[C:22]([C:24]2[CH:33]=[CH:32][C:31]3[C:26](=[CH:27][CH:28]=[CH:29][CH:30]=3)[CH:25]=2)=[N:21][C:19]([CH3:20])=[N:9]1. (3) Given the reactants [O:1]=[C:2]1[N:6]([CH2:7][C:8]2[CH:17]=[CH:16][C:11]3[NH:12][C:13](=[O:15])[NH:14][C:10]=3[CH:9]=2)[C:5]2[CH:18]=[C:19]([C:22]([OH:24])=O)[CH:20]=[CH:21][C:4]=2[O:3]1.CCN=C=NCCCN(C)C.C1C=CC2N(O)N=NC=2C=1.CN1CCOCC1.[CH3:53][N:54]([CH3:58])[CH2:55][CH2:56][NH2:57], predict the reaction product. The product is: [CH3:53][N:54]([CH3:58])[CH2:55][CH2:56][NH:57][C:22]([C:19]1[CH:20]=[CH:21][C:4]2[O:3][C:2](=[O:1])[N:6]([CH2:7][C:8]3[CH:17]=[CH:16][C:11]4[NH:12][C:13](=[O:15])[NH:14][C:10]=4[CH:9]=3)[C:5]=2[CH:18]=1)=[O:24].